This data is from Full USPTO retrosynthesis dataset with 1.9M reactions from patents (1976-2016). The task is: Predict the reactants needed to synthesize the given product. Given the product [CH2:29]([N:18]1[C:19]2[C:24](=[CH:23][C:22]([C:25]([F:27])([F:26])[F:28])=[CH:21][CH:20]=2)[C:16]([NH:15][CH2:14][C:13]([NH:12][CH:10]2[CH2:9][N:8]([CH:36]3[CH2:35][CH2:34][C:33]([OH:32])([C:40]4[S:44][C:43]([CH3:45])=[N:42][CH:41]=4)[CH2:38][CH2:37]3)[CH2:11]2)=[O:31])=[N:17]1)[CH3:30], predict the reactants needed to synthesize it. The reactants are: OC(C(F)(F)F)=O.[NH:8]1[CH2:11][CH:10]([NH:12][C:13](=[O:31])[CH2:14][NH:15][C:16]2[C:24]3[C:19](=[CH:20][CH:21]=[C:22]([C:25]([F:28])([F:27])[F:26])[CH:23]=3)[N:18]([CH2:29][CH3:30])[N:17]=2)[CH2:9]1.[OH:32][C:33]1([C:40]2[S:44][C:43]([CH3:45])=[N:42][CH:41]=2)[CH2:38][CH2:37][C:36](=O)[CH2:35][CH2:34]1.